Dataset: Peptide-MHC class II binding affinity with 134,281 pairs from IEDB. Task: Regression. Given a peptide amino acid sequence and an MHC pseudo amino acid sequence, predict their binding affinity value. This is MHC class II binding data. (1) The binding affinity (normalized) is 0.657. The MHC is DRB3_0101 with pseudo-sequence DRB3_0101. The peptide sequence is ALIAAFSIRPGLLIG. (2) The peptide sequence is GPIVHDAIHRSAARS. The MHC is DRB5_0101 with pseudo-sequence DRB5_0101. The binding affinity (normalized) is 0.323.